This data is from Full USPTO retrosynthesis dataset with 1.9M reactions from patents (1976-2016). The task is: Predict the reactants needed to synthesize the given product. (1) Given the product [CH3:3][C:4]1[C:8]2[CH:9]=[CH:10][C:11]([O:13][CH3:14])=[CH:12][C:7]=2[S:6][C:5]=1[CH:15]([CH2:22][CH2:23][CH2:24][CH3:25])[CH2:16][C:17]([OH:19])=[O:18], predict the reactants needed to synthesize it. The reactants are: [OH-].[K+].[CH3:3][C:4]1[C:8]2[CH:9]=[CH:10][C:11]([O:13][CH3:14])=[CH:12][C:7]=2[S:6][C:5]=1[CH:15]([CH2:22][CH2:23][CH2:24][CH3:25])[CH2:16][C:17]([O:19]CC)=[O:18]. (2) Given the product [N+:25]([C:20]1[CH:21]=[N:22][CH:23]=[CH:24][C:19]=1[O:1][CH2:2][CH:3]1[CH2:8][CH2:7][N:6]([C:9]([O:11][C:12]([CH3:15])([CH3:14])[CH3:13])=[O:10])[CH2:5][CH2:4]1)([O-:27])=[O:26], predict the reactants needed to synthesize it. The reactants are: [OH:1][CH2:2][CH:3]1[CH2:8][CH2:7][N:6]([C:9]([O:11][C:12]([CH3:15])([CH3:14])[CH3:13])=[O:10])[CH2:5][CH2:4]1.[H-].[Na+].Cl[C:19]1[CH:24]=[CH:23][N:22]=[CH:21][C:20]=1[N+:25]([O-:27])=[O:26]. (3) The reactants are: [Br:1][C:2]1[CH:7]=[CH:6][C:5]([S:8][CH:9]2[CH2:14][CH2:13][O:12][CH2:11][CH2:10]2)=[CH:4][CH:3]=1.[OH:15]OS([O-])=O.[K+].C1COCC1.[OH2:26]. Given the product [Br:1][C:2]1[CH:3]=[CH:4][C:5]([S:8]([CH:9]2[CH2:14][CH2:13][O:12][CH2:11][CH2:10]2)(=[O:15])=[O:26])=[CH:6][CH:7]=1, predict the reactants needed to synthesize it. (4) Given the product [CH:39]1([NH:42][C:23](=[O:24])[C:22]2[CH:26]=[C:27]([N:29]3[CH2:30][CH2:31][O:32][CH2:33][CH2:34]3)[CH:28]=[C:20]([NH:19][C:6]3[C:5]4[C:10](=[CH:11][C:2]([F:1])=[CH:3][CH:4]=4)[N:9]=[C:8]([C:12]4[CH:17]=[CH:16][CH:15]=[CH:14][N:13]=4)[C:7]=3[CH3:18])[CH:21]=2)[CH2:41][CH2:40]1, predict the reactants needed to synthesize it. The reactants are: [F:1][C:2]1[CH:11]=[C:10]2[C:5]([C:6]([NH:19][C:20]3[CH:21]=[C:22]([CH:26]=[C:27]([N:29]4[CH2:34][CH2:33][O:32][CH2:31][CH2:30]4)[CH:28]=3)[C:23](O)=[O:24])=[C:7]([CH3:18])[C:8]([C:12]3[CH:17]=[CH:16][CH:15]=[CH:14][N:13]=3)=[N:9]2)=[CH:4][CH:3]=1.C(Cl)CCl.[CH:39]1([NH2:42])[CH2:41][CH2:40]1. (5) Given the product [CH:24]1([N:19]2[CH2:20][CH2:21][C:22]3=[CH:23][N:14]([CH:11]4[CH2:10][CH2:9][N:8]([C:5]5[CH:6]=[N:7][C:2]([CH3:1])=[CH:3][CH:4]=5)[CH2:13][CH2:12]4)[N:15]=[C:16]3[CH2:17][CH2:18]2)[CH2:34][CH2:31][CH2:32]1, predict the reactants needed to synthesize it. The reactants are: [CH3:1][C:2]1[N:7]=[CH:6][C:5]([N:8]2[CH2:13][CH2:12][CH:11]([N:14]3[CH:23]=[C:22]4[C:16]([CH2:17][CH2:18][N:19]([C:24](OC(C)(C)C)=O)[CH2:20][CH2:21]4)=[N:15]3)[CH2:10][CH2:9]2)=[CH:4][CH:3]=1.[C:31]1(=O)[CH2:34]C[CH2:32]1.C(O[BH-](OC(=O)C)OC(=O)C)(=O)C.[Na+]. (6) Given the product [CH2:30]([O:29][C:24](=[O:28])[CH2:25][CH:26]1[S:14][C:12]([C:9]2[NH:10][C:11]3[C:7]([CH:8]=2)=[CH:6][CH:5]=[CH:4][C:3]=3[N:2]([CH3:1])[S:15]([C:18]2[CH:19]=[N:20][CH:21]=[CH:22][CH:23]=2)(=[O:17])=[O:16])=[N:13][CH2:27]1)[CH3:31], predict the reactants needed to synthesize it. The reactants are: [CH3:1][N:2]([S:15]([C:18]1[CH:19]=[N:20][CH:21]=[CH:22][CH:23]=1)(=[O:17])=[O:16])[C:3]1[CH:4]=[CH:5][CH:6]=[C:7]2[C:11]=1[NH:10][C:9]([C:12](=[S:14])[NH2:13])=[CH:8]2.[C:24]([O:29][CH2:30][CH3:31])(=[O:28])[C:25]#[C:26][CH3:27].C(P(CCCC)CCCC)CCC.ClCCl. (7) Given the product [N:10]1([C:15]2[N:20]=[CH:19][C:18](/[CH:21]=[CH:22]/[CH2:23][OH:24])=[CH:17][CH:16]=2)[CH:14]=[CH:13][CH:12]=[N:11]1, predict the reactants needed to synthesize it. The reactants are: CC(C[AlH]CC(C)C)C.[N:10]1([C:15]2[N:20]=[CH:19][C:18](/[CH:21]=[CH:22]/[CH:23]=[O:24])=[CH:17][CH:16]=2)[CH:14]=[CH:13][CH:12]=[N:11]1.CO.C(C(C(C([O-])=O)O)O)([O-])=O.[Na+].[K+].